Predict the product of the given reaction. From a dataset of Forward reaction prediction with 1.9M reactions from USPTO patents (1976-2016). (1) Given the reactants [Na].[CH:2]12[CH2:10][CH:6]([CH2:7][CH2:8][CH2:9]1)[CH2:5][C:4](=[N:11]O)[CH2:3]2, predict the reaction product. The product is: [CH:2]12[CH2:10][CH:6]([CH2:7][CH2:8][CH2:9]1)[CH2:5][CH:4]([NH2:11])[CH2:3]2. (2) Given the reactants [C:1]([O:5][C:6](=[O:21])[C@H:7]([CH2:16][CH2:17][CH2:18][CH2:19][CH3:20])[C@H:8]([OH:15])[CH2:9][CH2:10][CH2:11][CH2:12][CH2:13][CH3:14])([CH3:4])([CH3:3])[CH3:2].[C:22](C1C=CC=C(C(C)(C)C)N=1)(C)(C)C.O(C)S(C(F)(F)F)(=O)=O.[Cl-].[NH4+], predict the reaction product. The product is: [C:1]([O:5][C:6](=[O:21])[C@H:7]([CH2:16][CH2:17][CH2:18][CH2:19][CH3:20])[C@H:8]([O:15][CH3:22])[CH2:9][CH2:10][CH2:11][CH2:12][CH2:13][CH3:14])([CH3:3])([CH3:4])[CH3:2]. (3) Given the reactants [F:1][C:2]1[CH:7]=[CH:6][C:5]([S:8](Cl)(=[O:10])=[O:9])=[CH:4][CH:3]=1.N1C=CC=CC=1.[NH2:18][CH:19]([CH2:22][CH3:23])[CH2:20][CH3:21].O, predict the reaction product. The product is: [F:1][C:2]1[CH:7]=[CH:6][C:5]([S:8]([NH:18][CH:19]([CH2:22][CH3:23])[CH2:20][CH3:21])(=[O:10])=[O:9])=[CH:4][CH:3]=1. (4) Given the reactants FC(F)(F)C([N:5]1[CH2:10][CH2:9][CH:8]([CH:11]2[C:24]3[CH:23]=[CH:22][C:21]([C:25]4[CH:30]=[CH:29][CH:28]=[CH:27][C:26]=4[NH:31][C:32](=[O:34])[CH3:33])=[CH:20][C:19]=3[O:18][C:17]3[C:12]2=[CH:13][CH:14]=[CH:15][CH:16]=3)[CH2:7][CH2:6]1)=O.C(NC(C1C=CC2C(=C3CCN(C(=O)C(F)(F)F)CC3)C3C(OC=2C=1)=C(O)C=CC=3)=O)C.[OH-].[Na+].C(=O)([O-])[O-].[K+].[K+], predict the reaction product. The product is: [NH:5]1[CH2:10][CH2:9][CH:8]([CH:11]2[C:24]3[CH:23]=[CH:22][C:21]([C:25]4[CH:30]=[CH:29][CH:28]=[CH:27][C:26]=4[NH:31][C:32](=[O:34])[CH3:33])=[CH:20][C:19]=3[O:18][C:17]3[C:12]2=[CH:13][CH:14]=[CH:15][CH:16]=3)[CH2:7][CH2:6]1. (5) Given the reactants I[C:2]1[CH:7]=[CH:6][CH:5]=[CH:4][CH:3]=1.[CH3:8][Si:9]([C:12]#[CH:13])([CH3:11])[CH3:10].C(N(CC)CC)C, predict the reaction product. The product is: [CH3:8][Si:9]([CH3:11])([CH3:10])[C:12]#[C:13][C:2]1[CH:7]=[CH:6][CH:5]=[CH:4][CH:3]=1. (6) Given the reactants [C:1]([O:5][C:6]([N:8]1[CH2:13][CH2:12][N:11]([C:14]2[N:22]([CH2:23][C:24]#[C:25][CH3:26])[C:21]3[C:20](=[O:27])[N:19](COC(=O)C(C)(C)C)[C:18](=[O:36])[N:17]([CH2:37][CH2:38][O:39][CH2:40][CH3:41])[C:16]=3[N:15]=2)[CH2:10][CH2:9]1)=[O:7])([CH3:4])([CH3:3])[CH3:2].[H-].[Na+].Cl, predict the reaction product. The product is: [C:1]([O:5][C:6]([N:8]1[CH2:9][CH2:10][N:11]([C:14]2[N:22]([CH2:23][C:24]#[C:25][CH3:26])[C:21]3[C:20](=[O:27])[NH:19][C:18](=[O:36])[N:17]([CH2:37][CH2:38][O:39][CH2:40][CH3:41])[C:16]=3[N:15]=2)[CH2:12][CH2:13]1)=[O:7])([CH3:4])([CH3:3])[CH3:2].